Dataset: Forward reaction prediction with 1.9M reactions from USPTO patents (1976-2016). Task: Predict the product of the given reaction. (1) Given the reactants [O:1]=[C:2]([CH3:8])[CH2:3][C:4]([O:6][CH3:7])=[O:5].[C:9]1([C:15]#[CH:16])[CH:14]=[CH:13][CH:12]=[CH:11][CH:10]=1, predict the reaction product. The product is: [C:2]([CH:3]([C:15]([C:9]1[CH:14]=[CH:13][CH:12]=[CH:11][CH:10]=1)=[CH2:16])[C:4]([O:6][CH3:7])=[O:5])(=[O:1])[CH3:8]. (2) Given the reactants [F:1][C:2]([F:30])([F:29])[C:3]1[CH:8]=[CH:7][CH:6]=[CH:5][C:4]=1[CH:9]=[CH:10][C:11]([NH:13][C@H:14]([C:25]([O:27]C)=[O:26])[CH2:15][C:16]1[C:24]2[C:19](=[CH:20][CH:21]=[CH:22][CH:23]=2)[NH:18][CH:17]=1)=[O:12].[OH-].[Na+:32], predict the reaction product. The product is: [F:30][C:2]([F:1])([F:29])[C:3]1[CH:8]=[CH:7][CH:6]=[CH:5][C:4]=1[CH:9]=[CH:10][C:11]([NH:13][C@H:14]([C:25]([O-:27])=[O:26])[CH2:15][C:16]1[C:24]2[C:19](=[CH:20][CH:21]=[CH:22][CH:23]=2)[NH:18][CH:17]=1)=[O:12].[Na+:32]. (3) Given the reactants [Cl:1][C:2]1[CH:3]=[N:4][N:5]([C:7]2[CH:12]=[CH:11][N:10]=[CH:9][C:8]=2[N:13]2[CH2:18][CH2:17][CH:16]([C:19]([OH:21])=O)[CH2:15][CH2:14]2)[CH:6]=1.Cl.[CH3:23][O:24][C@H:25]1[CH2:29][CH2:28][NH:27][CH2:26]1.CN(C(ON1N=NC2C=CC=NC1=2)=[N+](C)C)C.F[P-](F)(F)(F)(F)F.C(N(CC)CC)C, predict the reaction product. The product is: [Cl:1][C:2]1[CH:3]=[N:4][N:5]([C:7]2[CH:12]=[CH:11][N:10]=[CH:9][C:8]=2[N:13]2[CH2:14][CH2:15][CH:16]([C:19]([N:27]3[CH2:28][CH2:29][C@H:25]([O:24][CH3:23])[CH2:26]3)=[O:21])[CH2:17][CH2:18]2)[CH:6]=1. (4) Given the reactants [CH2:1]([CH:8]1[CH2:13][CH2:12][N:11]([CH2:14][CH2:15][C:16]([C:18]2[CH:23]=[CH:22][CH:21]=[C:20]([NH:24][C:25]3[C:34]4[C:29](=[CH:30][CH:31]=[CH:32][CH:33]=4)[N:28]=[C:27]([CH3:35])[CH:26]=3)[CH:19]=2)=[O:17])[CH2:10][CH2:9]1)[C:2]1[CH:7]=[CH:6][CH:5]=[CH:4][CH:3]=1.CC1C=CC(S(O)(=O)=O)=CC=1.C1(C)C=CC=CC=1.[CH2:54](O)[CH2:55][CH2:56][OH:57], predict the reaction product. The product is: [CH2:1]([CH:8]1[CH2:13][CH2:12][N:11]([CH2:14][CH2:15][C:16]2([C:18]3[CH:19]=[C:20]([NH:24][C:25]4[C:34]5[C:29](=[CH:30][CH:31]=[CH:32][CH:33]=5)[N:28]=[C:27]([CH3:35])[CH:26]=4)[CH:21]=[CH:22][CH:23]=3)[O:57][CH2:56][CH2:55][CH2:54][O:17]2)[CH2:10][CH2:9]1)[C:2]1[CH:3]=[CH:4][CH:5]=[CH:6][CH:7]=1. (5) Given the reactants S(Cl)(Cl)=O.[CH2:5]([CH:7]([C:10]1[CH:14]=[CH:13][NH:12][N:11]=1)[CH2:8][CH3:9])[CH3:6].C(N(CC)C(C)C)(C)C.O[CH:25]1[O:29][CH2:28][N:27]([C:30]2[CH:35]=[CH:34][CH:33]=[C:32]([C:36]([F:39])([F:38])[F:37])[CH:31]=2)[C:26]1=[O:40].C(=O)(O)[O-].[Na+], predict the reaction product. The product is: [CH2:5]([CH:7]([C:10]1[CH:14]=[CH:13][N:12]([CH:25]2[O:29][CH2:28][N:27]([C:30]3[CH:35]=[CH:34][CH:33]=[C:32]([C:36]([F:38])([F:37])[F:39])[CH:31]=3)[C:26]2=[O:40])[N:11]=1)[CH2:8][CH3:9])[CH3:6]. (6) Given the reactants [CH3:1][C:2]1[CH:7]=[C:6]([C:8](=O)[CH2:9][CH:10]([C:18]2[CH:19]=[C:20]([C:24]3[CH:29]=[CH:28][CH:27]=[C:26]([C:30]([OH:32])=[O:31])[CH:25]=3)[CH:21]=[CH:22][CH:23]=2)[C:11]2[CH:16]=[CH:15][CH:14]=[CH:13][C:12]=2[CH3:17])[CH:5]=[CH:4][N:3]=1.Cl.[NH2:35][OH:36].C([O-])(O)=O.[Na+], predict the reaction product. The product is: [OH:36][N:35]=[C:8]([C:6]1[CH:5]=[CH:4][N:3]=[C:2]([CH3:1])[CH:7]=1)[CH2:9][CH:10]([C:18]1[CH:19]=[C:20]([C:24]2[CH:29]=[CH:28][CH:27]=[C:26]([C:30]([OH:32])=[O:31])[CH:25]=2)[CH:21]=[CH:22][CH:23]=1)[C:11]1[CH:16]=[CH:15][CH:14]=[CH:13][C:12]=1[CH3:17]. (7) Given the reactants Br[C:2]1[CH:7]=[CH:6][CH:5]=[C:4]([Br:8])[CH:3]=1.[C:9]1([OH:15])[CH:14]=[CH:13][CH:12]=[CH:11][CH:10]=1.[OH-].[K+], predict the reaction product. The product is: [O:15]([C:2]1[CH:3]=[C:4]([Br:8])[CH:5]=[CH:6][CH:7]=1)[C:9]1[CH:14]=[CH:13][CH:12]=[CH:11][CH:10]=1. (8) Given the reactants Cl[C:2]1[N:7]=[C:6]([NH2:8])[CH:5]=[CH:4][N:3]=1.[NH2:9][C:10]1[N:15]=[CH:14][C:13]([C:16]2[CH:21]=[CH:20][C:19]([C:22]3[C:23]([OH:32])=[CH:24][C:25]([C:28]([F:31])([F:30])[F:29])=[CH:26][CH:27]=3)=[CH:18][C:17]=2[F:33])=[CH:12][N:11]=1, predict the reaction product. The product is: [NH2:8][C:6]1[CH:5]=[CH:4][N:3]=[C:2]([O:32][C:23]2[CH:24]=[C:25]([C:28]([F:29])([F:30])[F:31])[CH:26]=[CH:27][C:22]=2[C:19]2[CH:20]=[CH:21][C:16]([C:13]3[CH:12]=[N:11][C:10]([NH2:9])=[N:15][CH:14]=3)=[C:17]([F:33])[CH:18]=2)[N:7]=1.